From a dataset of Forward reaction prediction with 1.9M reactions from USPTO patents (1976-2016). Predict the product of the given reaction. Given the reactants [N:1]1([C:7]2[CH:8]=[C:9]([OH:16])[CH:10]=[C:11]([N+:13]([O-:15])=[O:14])[CH:12]=2)[CH2:6][CH2:5][O:4][CH2:3][CH2:2]1.[CH2:17](Br)[C:18]1[CH:23]=[CH:22][CH:21]=[CH:20][CH:19]=1.C(=O)([O-])[O-].[Cs+].[Cs+], predict the reaction product. The product is: [N+:13]([C:11]1[CH:12]=[C:7]([N:1]2[CH2:6][CH2:5][O:4][CH2:3][CH2:2]2)[CH:8]=[C:9]([O:16][CH2:17][C:18]2[CH:23]=[CH:22][CH:21]=[CH:20][CH:19]=2)[CH:10]=1)([O-:15])=[O:14].